This data is from Full USPTO retrosynthesis dataset with 1.9M reactions from patents (1976-2016). The task is: Predict the reactants needed to synthesize the given product. (1) Given the product [Cl:1][C:2]1[N:10]=[CH:9][C:8]([F:11])=[CH:7][C:3]=1[C:4]([O:6][CH2:12][CH3:13])=[O:5], predict the reactants needed to synthesize it. The reactants are: [Cl:1][C:2]1[N:10]=[CH:9][C:8]([F:11])=[CH:7][C:3]=1[C:4]([OH:6])=[O:5].[C:12]1(C)C=CC=C[CH:13]=1.S(Cl)(Cl)=O.C(=O)([O-])[O-].[Na+].[Na+]. (2) Given the product [CH2:1]([O:3][C:4]([C:6]1[C:15](=[O:16])[C:14]2[C:9](=[CH:10][C:11]([CH2:35][C:34]3[CH:37]=[CH:38][CH:39]=[C:40]([Cl:41])[C:33]=3[F:32])=[CH:12][N:13]=2)[N:8]([C@H:18]([C:22]([CH3:30])([CH3:29])[O:23][SiH2:24][C:25]([CH3:26])([CH3:28])[CH3:27])[CH:19]([CH3:20])[CH3:21])[CH:7]=1)=[O:5])[CH3:2], predict the reactants needed to synthesize it. The reactants are: [CH2:1]([O:3][C:4]([C:6]1[C:15](=[O:16])[C:14]2[C:9](=[CH:10][C:11](Cl)=[CH:12][N:13]=2)[N:8]([C@H:18]([C:22]([CH3:30])([CH3:29])[O:23][SiH2:24][C:25]([CH3:28])([CH3:27])[CH3:26])[CH:19]([CH3:21])[CH3:20])[CH:7]=1)=[O:5])[CH3:2].[Br-].[F:32][C:33]1[C:40]([Cl:41])=[CH:39][CH:38]=[CH:37][C:34]=1[CH2:35][Zn+].Cl.